Dataset: Catalyst prediction with 721,799 reactions and 888 catalyst types from USPTO. Task: Predict which catalyst facilitates the given reaction. (1) Reactant: C([N:8](CC1C=CC=CC=1)[CH:9]1[C:15]2([CH2:20][CH2:19][O:18][CH2:17][CH2:16]2)[O:14][C:13]2[C:21]([F:26])=[C:22]([F:25])[CH:23]=[CH:24][C:12]=2[NH:11][C:10]1=[O:27])C1C=CC=CC=1. Product: [NH2:8][CH:9]1[C:15]2([CH2:16][CH2:17][O:18][CH2:19][CH2:20]2)[O:14][C:13]2[C:21]([F:26])=[C:22]([F:25])[CH:23]=[CH:24][C:12]=2[NH:11][C:10]1=[O:27]. The catalyst class is: 563. (2) Reactant: [C:1]1([NH:7][C:8](=[O:34])[NH:9][C:10]2[C:11]3[N:12]([CH:31]=[CH:32][N:33]=3)[N:13]=[C:14]([NH:16][C@H:17]3[CH2:22][CH2:21][C@H:20]([NH:23]C(=O)OC(C)(C)C)[CH2:19][CH2:18]3)[CH:15]=2)[CH:6]=[CH:5][CH:4]=[CH:3][CH:2]=1.[C:35]([OH:41])([C:37]([F:40])([F:39])[F:38])=[O:36]. Product: [NH2:23][C@H:20]1[CH2:21][CH2:22][C@H:17]([NH:16][C:14]2[CH:15]=[C:10]([NH:9][C:8]([NH:7][C:1]3[CH:2]=[CH:3][CH:4]=[CH:5][CH:6]=3)=[O:34])[C:11]3[N:12]([CH:31]=[CH:32][N:33]=3)[N:13]=2)[CH2:18][CH2:19]1.[C:35]([OH:41])([C:37]([F:40])([F:39])[F:38])=[O:36]. The catalyst class is: 4. (3) Reactant: [CH3:1][NH:2][S:3]([CH2:6][CH2:7][C:8]1[CH:13]=[CH:12][C:11]([NH2:14])=[CH:10][CH:9]=1)(=[O:5])=[O:4].C1C(=O)N([Br:22])C(=O)C1. Product: [CH3:1][NH:2][S:3]([CH2:6][CH2:7][C:8]1[CH:9]=[CH:10][C:11]([NH2:14])=[C:12]([Br:22])[CH:13]=1)(=[O:4])=[O:5]. The catalyst class is: 2. (4) The catalyst class is: 424. Reactant: [O:1]1CCC[CH2:2]1.[C:6]([C:10]1[CH:15]=[CH:14][C:13]([C:16]2(C(O)=O)[CH2:18][CH2:17]2)=[CH:12][C:11]=1[F:22])([CH3:9])([CH3:8])[CH3:7].[Cl-].ClC1N(C)CC[NH+]1C.Cl.Cl.[NH2:34][CH2:35][C:36]([C:38]1[C:43]([CH3:44])=[CH:42][CH:41]=[CH:40][N:39]=1)=[O:37]. Product: [C:6]([C:10]1[CH:15]=[CH:14][C:13]([CH:16]2[CH2:17][CH:18]2[C:2]([NH:34][CH2:35][C:36]([C:38]2[C:43]([CH3:44])=[CH:42][CH:41]=[CH:40][N:39]=2)=[O:37])=[O:1])=[CH:12][C:11]=1[F:22])([CH3:7])([CH3:8])[CH3:9]. (5) Reactant: [C:1]1([S:7]([NH:10][C@@H:11]([CH2:15][C:16]2[CH:21]=[CH:20][C:19]([N:22]3[CH2:26][C:25](=[O:27])[NH:24][S:23]3(=[O:29])=[O:28])=[C:18]([O:30][CH2:31][C:32]3[CH:37]=[CH:36][CH:35]=[CH:34][CH:33]=3)[CH:17]=2)[C:12]([OH:14])=O)(=[O:9])=[O:8])[CH:6]=[CH:5][CH:4]=[CH:3][CH:2]=1.C(N(C(C)C)CC)(C)C.CN(C(ON1N=NC2C=CC=NC1=2)=[N+](C)C)C.F[P-](F)(F)(F)(F)F.[NH2:71][C:72]1[CH:77]=[CH:76][CH:75]=[CH:74][C:73]=1[NH2:78]. Product: [NH2:71][C:72]1[CH:77]=[CH:76][CH:75]=[CH:74][C:73]=1[NH:78][C:12](=[O:14])[C@@H:11]([NH:10][S:7]([C:1]1[CH:2]=[CH:3][CH:4]=[CH:5][CH:6]=1)(=[O:8])=[O:9])[CH2:15][C:16]1[CH:21]=[CH:20][C:19]([N:22]2[CH2:26][C:25](=[O:27])[NH:24][S:23]2(=[O:28])=[O:29])=[C:18]([O:30][CH2:31][C:32]2[CH:37]=[CH:36][CH:35]=[CH:34][CH:33]=2)[CH:17]=1. The catalyst class is: 3. (6) Reactant: Cl[C:2]1[C:11]([C:12]([OH:14])=[O:13])=[CH:10][C:9]2[C:4](=[C:5]([CH3:16])[CH:6]=[C:7]([CH3:15])[CH:8]=2)[N:3]=1.[NH2:17][C@H:18]([C:26]([OH:28])=[O:27])[CH2:19][C:20]1[CH:25]=[CH:24][CH:23]=[CH:22][CH:21]=1. Product: [C:26]([C@@H:18]([NH:17][C:2]1[C:11]([C:12]([OH:14])=[O:13])=[CH:10][C:9]2[C:4](=[C:5]([CH3:16])[CH:6]=[C:7]([CH3:15])[CH:8]=2)[N:3]=1)[CH2:19][C:20]1[CH:25]=[CH:24][CH:23]=[CH:22][CH:21]=1)([OH:28])=[O:27]. The catalyst class is: 16. (7) Reactant: C([O:5][C:6](=[O:36])[CH2:7][N:8]1[C@H:13]([C:14]2[CH:19]=[CH:18][C:17]([C:20]#[N:21])=[CH:16][CH:15]=2)[C:12]([C:22]#[N:23])=[C:11]([CH3:24])[N:10]([C:25]2[CH:30]=[CH:29][CH:28]=[C:27]([C:31]([F:34])([F:33])[F:32])[CH:26]=2)[C:9]1=[O:35])(C)(C)C.FC(F)(F)C(O)=O. Product: [C:22]([C:12]1[C@@H:13]([C:14]2[CH:19]=[CH:18][C:17]([C:20]#[N:21])=[CH:16][CH:15]=2)[N:8]([CH2:7][C:6]([OH:36])=[O:5])[C:9](=[O:35])[N:10]([C:25]2[CH:30]=[CH:29][CH:28]=[C:27]([C:31]([F:34])([F:33])[F:32])[CH:26]=2)[C:11]=1[CH3:24])#[N:23]. The catalyst class is: 4. (8) Reactant: C(N(CC)CC)C.[CH:8]([C:10]1[C:18]2[C:13](=[CH:14][CH:15]=[CH:16][CH:17]=2)[N:12](C(OC(C)(C)C)=O)[CH:11]=1)=[O:9].[CH3:26][N:27]1[C:31]([CH3:32])=[CH:30][C:29]([CH:33]=[N:34][C:35]2[CH:40]=[CH:39][CH:38]=[C:37]([O:41][CH3:42])[CH:36]=2)=[N:28]1. Product: [CH3:26][N:27]1[C:31]([CH3:32])=[CH:30][C:29]([CH:33]([NH:34][C:35]2[CH:40]=[CH:39][CH:38]=[C:37]([O:41][CH3:42])[CH:36]=2)[C:8]([C:10]2[C:18]3[C:13](=[CH:14][CH:15]=[CH:16][CH:17]=3)[NH:12][CH:11]=2)=[O:9])=[N:28]1. The catalyst class is: 433.